Dataset: Forward reaction prediction with 1.9M reactions from USPTO patents (1976-2016). Task: Predict the product of the given reaction. (1) The product is: [I:1][C:2]1[CH:3]=[N:4][N:5]([CH2:7][CH:8]2[CH2:12][C:13](=[O:15])[NH:16][C:9]2=[O:10])[CH:6]=1. Given the reactants [I:1][C:2]1[CH:3]=[N:4][N:5]([CH2:7][CH:8]([CH2:12][C:13]([OH:15])=O)[C:9](O)=[O:10])[CH:6]=1.[NH2:16]C(N)=O, predict the reaction product. (2) Given the reactants [NH2:1][C:2]1[C:3]2[C:10](I)=[CH:9][N:8]([CH2:12][C@@H:13]([NH:16][C:17](=[O:23])[O:18][C:19]([CH3:22])([CH3:21])[CH3:20])[CH:14]=[CH2:15])[C:4]=2[N:5]=[CH:6][N:7]=1.[N:24]1[C:33]2[C:28](=[CH:29][CH:30]=[CH:31][CH:32]=2)[CH:27]=[C:26](B(O)O)[CH:25]=1.C(=O)([O-])[O-].[Cs+].[Cs+].COCCOC, predict the reaction product. The product is: [NH2:1][C:2]1[C:3]2[C:10]([C:26]3[CH:25]=[N:24][C:33]4[C:28]([CH:27]=3)=[CH:29][CH:30]=[CH:31][CH:32]=4)=[CH:9][N:8]([CH2:12][C@@H:13]([NH:16][C:17](=[O:23])[O:18][C:19]([CH3:22])([CH3:21])[CH3:20])[CH:14]=[CH2:15])[C:4]=2[N:5]=[CH:6][N:7]=1.